From a dataset of CYP2D6 inhibition data for predicting drug metabolism from PubChem BioAssay. Regression/Classification. Given a drug SMILES string, predict its absorption, distribution, metabolism, or excretion properties. Task type varies by dataset: regression for continuous measurements (e.g., permeability, clearance, half-life) or binary classification for categorical outcomes (e.g., BBB penetration, CYP inhibition). Dataset: cyp2d6_veith. The compound is Cc1nc2c(ccc3nc(NC(=O)c4ccc5c(c4)OCCO5)sc32)s1. The result is 0 (non-inhibitor).